This data is from Catalyst prediction with 721,799 reactions and 888 catalyst types from USPTO. The task is: Predict which catalyst facilitates the given reaction. (1) Reactant: BrC[C:3]1[CH:8]=[C:7]([O:9][CH2:10][CH:11]([CH2:14][CH3:15])[CH2:12][CH3:13])[CH:6]=[CH:5][C:4]=1[Cl:16].[C:17](=O)([O-])[O-].[K+].[K+].[NH:23]1[C:31]2[C:26](=[CH:27][C:28]([C:32]([O:34][CH3:35])=[O:33])=[CH:29][CH:30]=2)[CH:25]=[CH:24]1.O. Product: [CH3:35][O:34][C:32]([C:28]1[CH:27]=[C:26]2[C:31](=[CH:30][CH:29]=1)[N:23]([CH2:17][C:8]1[CH:3]=[C:4]([Cl:16])[CH:5]=[CH:6][C:7]=1[O:9][CH2:10][CH:11]([CH2:12][CH3:13])[CH2:14][CH3:15])[CH:24]=[CH:25]2)=[O:33]. The catalyst class is: 589. (2) Reactant: [CH2:1](Br)[C:2]1[CH:7]=[CH:6][CH:5]=[CH:4][CH:3]=1.[CH3:9][C:10]1[CH:15]=[C:14]([Br:16])[CH:13]=[C:12]([CH3:17])[C:11]=1[OH:18].C(=O)([O-])[O-].[K+].[K+]. Product: [CH2:1]([O:18][C:11]1[C:10]([CH3:9])=[CH:15][C:14]([Br:16])=[CH:13][C:12]=1[CH3:17])[C:2]1[CH:7]=[CH:6][CH:5]=[CH:4][CH:3]=1. The catalyst class is: 21. (3) The catalyst class is: 13. Reactant: [N-:1]=[N+:2]=[N-:3].[Na+].[Cl-].[NH4+].CN(C)C=O.[CH3:12][C:13]1[CH:32]=[CH:31][C:30]([CH3:33])=[CH:29][C:14]=1[O:15][CH2:16][C:17]1[CH:22]=[CH:21][CH:20]=[CH:19][C:18]=1[C:23](=[N:26][O:27][CH3:28])[C:24]#[N:25]. Product: [CH3:28][O:27][N:26]=[C:23]([C:24]1[NH:25][N:3]=[N:2][N:1]=1)[C:18]1[CH:19]=[CH:20][CH:21]=[CH:22][C:17]=1[CH2:16][O:15][C:14]1[CH:29]=[C:30]([CH3:33])[CH:31]=[CH:32][C:13]=1[CH3:12]. (4) Reactant: Cl[C:2](Cl)([O:4]C(=O)OC(Cl)(Cl)Cl)Cl.[CH3:13][C:14]([C:28]1[CH:33]=[CH:32][CH:31]=[CH:30][CH:29]=1)([CH2:20][O:21][CH:22]1[CH2:27][CH2:26][CH2:25][CH2:24][O:23]1)[CH2:15][CH2:16][CH2:17][CH2:18][NH2:19].CCN(CC)CC. Product: [N:19]([CH2:18][CH2:17][CH2:16][CH2:15][C:14]([CH3:13])([C:28]1[CH:29]=[CH:30][CH:31]=[CH:32][CH:33]=1)[CH2:20][O:21][CH:22]1[CH2:27][CH2:26][CH2:25][CH2:24][O:23]1)=[C:2]=[O:4]. The catalyst class is: 2. (5) Reactant: O[CH2:2][CH2:3][CH:4]1[CH2:9][CH2:8][N:7]([C:10]([O:12][C:13]([CH3:16])([CH3:15])[CH3:14])=[O:11])[CH2:6][CH2:5]1.C1C=CC(P(C2C=CC=CC=2)C2C=CC=CC=2)=CC=1.[C:36]1(=[O:46])[NH:40][C:39](=[O:41])[C:38]2=[CH:42][CH:43]=[CH:44][CH:45]=[C:37]12.CC(OC(/N=N/C(OC(C)C)=O)=O)C. Product: [O:41]=[C:39]1[C:38]2[C:37](=[CH:45][CH:44]=[CH:43][CH:42]=2)[C:36](=[O:46])[N:40]1[CH2:2][CH2:3][CH:4]1[CH2:9][CH2:8][N:7]([C:10]([O:12][C:13]([CH3:16])([CH3:15])[CH3:14])=[O:11])[CH2:6][CH2:5]1. The catalyst class is: 7.